Task: Regression/Classification. Given a drug SMILES string, predict its absorption, distribution, metabolism, or excretion properties. Task type varies by dataset: regression for continuous measurements (e.g., permeability, clearance, half-life) or binary classification for categorical outcomes (e.g., BBB penetration, CYP inhibition). Dataset: cyp3a4_veith.. Dataset: CYP3A4 inhibition data for predicting drug metabolism from PubChem BioAssay The drug is Cc1cc(Cc2cc(C)cc(C(C)(C)C)c2O)c(O)c(Cc2cc(C)cc(C(C)(C)C)c2O)c1. The result is 0 (non-inhibitor).